From a dataset of Retrosynthesis with 50K atom-mapped reactions and 10 reaction types from USPTO. Predict the reactants needed to synthesize the given product. (1) Given the product C=CC(=O)N1C(=O)OC[C@@H]1Cc1ccccc1, predict the reactants needed to synthesize it. The reactants are: C=CC(=O)O.O=C1N[C@@H](Cc2ccccc2)CO1. (2) Given the product CC(C)(C)OC(=O)NC1=N[C@@]2(c3ccccc3F)CO[C@@H](CO)C[C@H]2CS1, predict the reactants needed to synthesize it. The reactants are: CC(C)(C)OC(=O)OC(=O)OC(C)(C)C.NC1=N[C@@]2(c3ccccc3F)CO[C@@H](CO)C[C@H]2CS1. (3) Given the product O=C(Nc1ccc(OC(F)(F)F)cc1)c1cccc(-c2cncnc2)c1F, predict the reactants needed to synthesize it. The reactants are: O=C(Nc1ccc(OC(F)(F)F)cc1)c1cccc(Br)c1F.OB(O)c1cncnc1. (4) The reactants are: CC(C)(C)OC(=O)N1CCN(c2ccc(N)cn2)CC1.Cc1ccc(-n2nc(C(C)(C)C)cc2NC(=O)OCC(Cl)(Cl)Cl)cc1. Given the product Cc1ccc(-n2nc(C(C)(C)C)cc2NC(=O)Nc2ccc(N3CCN(C(=O)OC(C)(C)C)CC3)nc2)cc1, predict the reactants needed to synthesize it. (5) Given the product COC(=O)OC(C#Cc1cccc(C)n1)C1CCN(C(=O)OC(C)(C)C)CC1, predict the reactants needed to synthesize it. The reactants are: COC(=O)Cl.Cc1cccc(C#CC(O)C2CCN(C(=O)OC(C)(C)C)CC2)n1. (6) Given the product CCOC(=O)Nc1c(C#C[Si](C)(C)C)cccc1OC(F)(F)F, predict the reactants needed to synthesize it. The reactants are: C#C[Si](C)(C)C.CCOC(=O)Nc1c(I)cccc1OC(F)(F)F. (7) Given the product CC(=O)Nc1ccc(CO)cc1, predict the reactants needed to synthesize it. The reactants are: CC(=O)Nc1ccc(COC(C)=O)cc1. (8) Given the product CCOC(=O)C=C(C)NC(=O)Nc1ccc(Cl)c(C(=O)OCC)c1, predict the reactants needed to synthesize it. The reactants are: CCOC(=O)/C=C(/C)N.CCOC(=O)c1cc(N=C=O)ccc1Cl.